This data is from Full USPTO retrosynthesis dataset with 1.9M reactions from patents (1976-2016). The task is: Predict the reactants needed to synthesize the given product. (1) Given the product [F:27][C:24]1[CH:25]=[C:26]2[C:21]([C:20](=[O:28])[N:19]([CH3:29])[C:18](=[O:30])[N:17]2[CH2:16][CH2:15][N:12]2[CH2:11][CH2:10][CH:9]([NH:8][CH2:51][C:49]3[CH:48]=[CH:47][C:44]4[O:45][CH2:46][C:41](=[O:40])[NH:42][C:43]=4[N:50]=3)[CH2:14][CH2:13]2)=[CH:22][CH:23]=1, predict the reactants needed to synthesize it. The reactants are: FC(F)(F)C(O)=O.[NH2:8][CH:9]1[CH2:14][CH2:13][N:12]([CH2:15][CH2:16][N:17]2[C:26]3[C:21](=[CH:22][CH:23]=[C:24]([F:27])[CH:25]=3)[C:20](=[O:28])[N:19]([CH3:29])[C:18]2=[O:30])[CH2:11][CH2:10]1.C(N(CC)C(C)C)(C)C.[O:40]=[C:41]1[CH2:46][O:45][C:44]2[CH:47]=[CH:48][C:49]([CH:51]=O)=[N:50][C:43]=2[NH:42]1.C(O[BH-](OC(=O)C)OC(=O)C)(=O)C.[Na+]. (2) Given the product [Cl:3][C:4]1[CH:5]=[C:6]([CH:21]=[C:22]([Cl:27])[C:23]=1[O:24][CH2:25][CH3:26])[C:7]([NH:9][C:10]1[CH:19]=[CH:18][C:13]([C:14]([OH:16])=[O:15])=[C:12]([CH3:20])[CH:11]=1)=[O:8], predict the reactants needed to synthesize it. The reactants are: [OH-].[Li+].[Cl:3][C:4]1[CH:5]=[C:6]([CH:21]=[C:22]([Cl:27])[C:23]=1[O:24][CH2:25][CH3:26])[C:7]([NH:9][C:10]1[CH:19]=[CH:18][C:13]([C:14]([O:16]C)=[O:15])=[C:12]([CH3:20])[CH:11]=1)=[O:8]. (3) Given the product [CH2:32]([N:25]1[C:24]2[CH:34]=[C:20]([C:11]3[CH:10]=[C:9]([CH:8]=[CH:7][C:6]([OH:36])=[O:5])[CH:14]=[CH:13][C:12]=3[O:15][C:16]([F:19])([F:17])[F:18])[C:21]([CH3:35])=[CH:22][C:23]=2[O:28][C:27]([CH3:30])([CH3:29])[C:26]1=[O:31])[CH3:33], predict the reactants needed to synthesize it. The reactants are: C([O:5][C:6](=[O:36])[CH:7]=[CH:8][C:9]1[CH:14]=[CH:13][C:12]([O:15][C:16]([F:19])([F:18])[F:17])=[C:11]([C:20]2[C:21]([CH3:35])=[CH:22][C:23]3[O:28][C:27]([CH3:30])([CH3:29])[C:26](=[O:31])[N:25]([CH2:32][CH3:33])[C:24]=3[CH:34]=2)[CH:10]=1)(C)(C)C. (4) Given the product [Cl:1][C:2]1[CH:7]=[CH:6][C:5]([CH:8]2[C:13]3[CH:14]=[C:15]([C:17]4[CH:22]=[CH:21][N:20]=[C:19]([NH:23][C:24](=[O:26])[CH3:25])[CH:18]=4)[S:16][C:12]=3[C:11](=[O:27])[CH2:10][CH2:9]2)=[CH:4][CH:3]=1, predict the reactants needed to synthesize it. The reactants are: [Cl:1][C:2]1[CH:7]=[CH:6][C:5]([CH:8]2[C:13]3[CH:14]=[C:15]([C:17]4[CH:22]=[CH:21][N:20]=[C:19]([NH:23][C:24](=[O:26])[CH3:25])[CH:18]=4)[S:16][C:12]=3[CH2:11][CH2:10][CH2:9]2)=[CH:4][CH:3]=1.[O:27]1CCOCC1.S(OOS([O-])(=O)=O)([O-])(=O)=O.[K+].[K+].CC1C=C(C)N=C(C)C=1. (5) Given the product [CH3:14][O:13][C:3]1[CH:4]=[C:5]([CH2:8][CH2:9][C:10]([OH:12])=[O:11])[CH:6]=[CH:7][C:2]=1[O:1][CH2:15][C:16]1[CH:21]=[CH:20][CH:19]=[CH:18][CH:17]=1, predict the reactants needed to synthesize it. The reactants are: [OH:1][C:2]1[CH:7]=[CH:6][C:5]([CH2:8][CH2:9][C:10]([OH:12])=[O:11])=[CH:4][C:3]=1[O:13][CH3:14].[CH2:15](Br)[C:16]1[CH:21]=[CH:20][CH:19]=[CH:18][CH:17]=1.C(=O)([O-])[O-].[K+].[K+].C(#N)C. (6) The reactants are: [CH2:1]1[CH2:11][C:9](=[O:10])[C:8]2[C:3](=[CH:4][CH:5]=[CH:6][CH:7]=2)[CH2:2]1.[H][H]. Given the product [CH2:1]1[CH2:2][C:3]2[C:8](=[CH:7][CH:6]=[CH:5][CH:4]=2)[C@H:9]([OH:10])[CH2:11]1, predict the reactants needed to synthesize it. (7) Given the product [CH3:10][O:9][C:7]([C:4]1[S:3][C:2]([C:11]2[CH:16]=[CH:15][CH:14]=[CH:13][CH:12]=2)=[CH:6][CH:5]=1)=[O:8], predict the reactants needed to synthesize it. The reactants are: Br[C:2]1[S:3][C:4]([C:7]([O:9][CH3:10])=[O:8])=[CH:5][CH:6]=1.[C:11]1(B(O)O)[CH:16]=[CH:15][CH:14]=[CH:13][CH:12]=1.C(=O)([O-])[O-].[Na+].[Na+].